Dataset: NCI-60 drug combinations with 297,098 pairs across 59 cell lines. Task: Regression. Given two drug SMILES strings and cell line genomic features, predict the synergy score measuring deviation from expected non-interaction effect. Drug 1: CCC1=CC2CC(C3=C(CN(C2)C1)C4=CC=CC=C4N3)(C5=C(C=C6C(=C5)C78CCN9C7C(C=CC9)(C(C(C8N6C)(C(=O)OC)O)OC(=O)C)CC)OC)C(=O)OC.C(C(C(=O)O)O)(C(=O)O)O. Drug 2: COC1=CC(=CC(=C1O)OC)C2C3C(COC3=O)C(C4=CC5=C(C=C24)OCO5)OC6C(C(C7C(O6)COC(O7)C8=CC=CS8)O)O. Cell line: ACHN. Synergy scores: CSS=67.6, Synergy_ZIP=4.34, Synergy_Bliss=4.50, Synergy_Loewe=-2.16, Synergy_HSA=7.94.